From a dataset of Reaction yield outcomes from USPTO patents with 853,638 reactions. Predict the reaction yield, written as a fraction of the theoretical maximum amount of product (1.0 means a 100% yield; for example, 0.34 means a 34% yield). The reactants are [CH2:1]([O:3][C:4](=[O:23])[C:5]1[CH:10]=[CH:9][C:8]([NH:11][C:12](=[O:22])[C:13]2[CH:18]=[CH:17][CH:16]=[C:15]([N+:19]([O-])=O)[CH:14]=2)=[CH:7][CH:6]=1)[CH3:2].[Sn].Cl. The catalyst is C1COCC1. The product is [CH2:1]([O:3][C:4](=[O:23])[C:5]1[CH:6]=[CH:7][C:8]([NH:11][C:12](=[O:22])[C:13]2[CH:18]=[CH:17][CH:16]=[C:15]([NH2:19])[CH:14]=2)=[CH:9][CH:10]=1)[CH3:2]. The yield is 0.800.